This data is from Catalyst prediction with 721,799 reactions and 888 catalyst types from USPTO. The task is: Predict which catalyst facilitates the given reaction. (1) Reactant: [Br:1][C:2]1[CH:7]=[CH:6][C:5]([NH:8][C:9]2[N:13]([CH3:14])[C:12]3[CH:15]=[C:16]([O:29][CH3:30])[C:17]([O:19][C:20]4([C:26](O)=O)[CH:25]=[CH:24][CH:23]=[CH:22][NH:21]4)=[CH:18][C:11]=3[N:10]=2)=[CH:4][C:3]=1[CH3:31].[N:32]1([CH2:37][CH2:38][NH2:39])[CH2:36][CH2:35]C[CH2:33]1.CN([C:43]([O:47]N1N=NC2C=CC=CC1=2)=[N+](C)C)C.F[P-](F)(F)(F)(F)F.C(N(CC)C(C)C)(C)C. Product: [Br:1][C:2]1[CH:7]=[CH:6][C:5]([NH:8][C:9]2[N:13]([CH3:14])[C:12]3[CH:15]=[C:16]([O:29][CH3:30])[C:17]([O:19][C:20]4([CH:26]5[CH2:33][N:32]([CH2:37][CH2:38][NH:39][CH:43]=[O:47])[CH2:36][CH2:35]5)[CH:25]=[CH:24][CH:23]=[CH:22][NH:21]4)=[CH:18][C:11]=3[N:10]=2)=[CH:4][C:3]=1[CH3:31]. The catalyst class is: 7. (2) Reactant: [Sn](Cl)(Cl)(Cl)Cl.[C:6]1([S:12][CH:13]([S:28][C:29]2[CH:34]=[CH:33][CH:32]=[CH:31][CH:30]=2)[CH:14]2[C:19]([O:20][Si](C(C)(C)C)(C)C)=[CH:18][CH2:17][CH2:16][CH2:15]2)[CH:11]=[CH:10][CH:9]=[CH:8][CH:7]=1. Product: [C:6]1([S:12][CH:13]([S:28][C:29]2[CH:34]=[CH:33][CH:32]=[CH:31][CH:30]=2)[CH:14]2[CH2:15][CH2:16][CH2:17][CH:18]([CH:13]([S:12][C:6]3[CH:11]=[CH:10][CH:9]=[CH:8][CH:7]=3)[S:28][C:29]3[CH:34]=[CH:33][CH:32]=[CH:31][CH:30]=3)[C:19]2=[O:20])[CH:7]=[CH:8][CH:9]=[CH:10][CH:11]=1. The catalyst class is: 4. (3) Reactant: [F:1][C:2]1[CH:3]=[C:4]([OH:9])[CH:5]=[CH:6][C:7]=1[F:8].CC(C)([O-])C.[K+].Cl[CH2:17][C:18]([NH:20][CH:21]1[CH2:26][CH2:25][N:24]([CH2:27][C:28]2[CH:32]=[CH:31][N:30]([C:33]3[CH:38]=[CH:37][C:36]([C:39]([F:42])([F:41])[F:40])=[CH:35][CH:34]=3)[CH:29]=2)[CH2:23][CH2:22]1)=[O:19]. Product: [F:1][C:2]1[CH:3]=[C:4]([CH:5]=[CH:6][C:7]=1[F:8])[O:9][CH2:17][C:18]([NH:20][CH:21]1[CH2:26][CH2:25][N:24]([CH2:27][C:28]2[CH:32]=[CH:31][N:30]([C:33]3[CH:34]=[CH:35][C:36]([C:39]([F:41])([F:40])[F:42])=[CH:37][CH:38]=3)[CH:29]=2)[CH2:23][CH2:22]1)=[O:19]. The catalyst class is: 1. (4) The catalyst class is: 222. Reactant: Br[C:2]1[C:3]([O:10][CH2:11][C:12]([F:15])([F:14])[F:13])=[CH:4][C:5]([C:8]#[N:9])=[N:6][CH:7]=1.Cl.[F:17][C:18]1([F:22])[CH2:21][NH:20][CH2:19]1.C([O-])([O-])=O.[Cs+].[Cs+].C1C=CC(P(C2C(C3C(P(C4C=CC=CC=4)C4C=CC=CC=4)=CC=C4C=3C=CC=C4)=C3C(C=CC=C3)=CC=2)C2C=CC=CC=2)=CC=1. Product: [F:17][C:18]1([F:22])[CH2:21][N:20]([C:2]2[C:3]([O:10][CH2:11][C:12]([F:15])([F:14])[F:13])=[CH:4][C:5]([C:8]#[N:9])=[N:6][CH:7]=2)[CH2:19]1. (5) The catalyst class is: 12. Reactant: [F:1][C:2]1[CH:10]=[C:9]2[C:5]([C:6]([C:11]3[CH:12]=[N:13][N:14]([CH:16]4[CH2:21][CH2:20][N:19](C(OC(C)(C)C)=O)[CH2:18][CH2:17]4)[CH:15]=3)=[CH:7][NH:8]2)=[CH:4][CH:3]=1.Cl. Product: [F:1][C:2]1[CH:10]=[C:9]2[C:5]([C:6]([C:11]3[CH:12]=[N:13][N:14]([CH:16]4[CH2:21][CH2:20][NH:19][CH2:18][CH2:17]4)[CH:15]=3)=[CH:7][NH:8]2)=[CH:4][CH:3]=1. (6) Reactant: [F:1][C:2]1[C:3]([NH:21][CH:22]2[CH2:27][CH2:26][CH2:25][NH:24][CH2:23]2)=[N:4][C:5]([NH:8][C:9]2[CH:10]=[N:11][C:12]([N:15]3[CH2:20][CH2:19][O:18][CH2:17][CH2:16]3)=[CH:13][CH:14]=2)=[N:6][CH:7]=1.[C:28]([CH2:30][C:31](O)=[O:32])#[N:29].CCN(C(C)C)C(C)C.CN(C(ON1N=NC2C=CC=NC1=2)=[N+](C)C)C.F[P-](F)(F)(F)(F)F. Product: [F:1][C:2]1[C:3]([NH:21][CH:22]2[CH2:27][CH2:26][CH2:25][N:24]([C:31](=[O:32])[CH2:30][C:28]#[N:29])[CH2:23]2)=[N:4][C:5]([NH:8][C:9]2[CH:10]=[N:11][C:12]([N:15]3[CH2:20][CH2:19][O:18][CH2:17][CH2:16]3)=[CH:13][CH:14]=2)=[N:6][CH:7]=1. The catalyst class is: 2. (7) Reactant: CCN(C(C)C)C(C)C.[ClH:10].Cl.[CH3:12][C@H:13]1[C:21]2[C:20]([N:22]3[CH2:27][CH2:26][NH:25][CH2:24][CH2:23]3)=[N:19][CH:18]=[N:17][C:16]=2[CH2:15][CH2:14]1.[Cl:28][C:29]1[CH:34]=[CH:33][C:32]([CH:35]([CH2:39][N:40]2[CH2:44][CH2:43][CH2:42][CH2:41]2)[C:36](O)=[O:37])=[CH:31][CH:30]=1.F[P-](F)(F)(F)(F)F.N1(OC(N(C)C)=[N+](C)C)C2C=CC=CC=2N=N1. Product: [ClH:28].[ClH:10].[Cl:28][C:29]1[CH:34]=[CH:33][C:32]([CH:35]([CH2:39][N:40]2[CH2:41][CH2:42][CH2:43][CH2:44]2)[C:36]([N:25]2[CH2:26][CH2:27][N:22]([C:20]3[C:21]4[C@H:13]([CH3:12])[CH2:14][CH2:15][C:16]=4[N:17]=[CH:18][N:19]=3)[CH2:23][CH2:24]2)=[O:37])=[CH:31][CH:30]=1. The catalyst class is: 91. (8) Reactant: [C:1]([O:5][C:6](=[O:27])[NH:7][C:8]1[CH2:9][O:10][CH2:11][CH2:12][C:13]([C:19]2[CH:24]=[C:23]([NH2:25])[CH:22]=[CH:21][C:20]=2[F:26])([C:15]([F:18])([F:17])[F:16])[N:14]=1)([CH3:4])([CH3:3])[CH3:2].[C:28]([C:30]1[CH:31]=[CH:32][C:33]([C:36](O)=[O:37])=[N:34][CH:35]=1)#[N:29].C1C=NC2N(O)N=NC=2C=1.C(Cl)CCl.CCN(C(C)C)C(C)C. Product: [C:1]([O:5][C:6](=[O:27])[NH:7][C:8]1[CH2:9][O:10][CH2:11][CH2:12][C:13]([C:19]2[CH:24]=[C:23]([NH:25][C:36]([C:33]3[CH:32]=[CH:31][C:30]([C:28]#[N:29])=[CH:35][N:34]=3)=[O:37])[CH:22]=[CH:21][C:20]=2[F:26])([C:15]([F:16])([F:18])[F:17])[N:14]=1)([CH3:4])([CH3:2])[CH3:3]. The catalyst class is: 3. (9) Reactant: CC1C=CC(S(O[CH2:12][CH2:13][N:14]2[C:18]([NH:19][C:20]([C:33]3[CH:38]=[CH:37][CH:36]=[CH:35][CH:34]=3)([C:27]3[CH:32]=[CH:31][CH:30]=[CH:29][CH:28]=3)[C:21]3[CH:26]=[CH:25][CH:24]=[CH:23][CH:22]=3)=[CH:17][CH:16]=[N:15]2)(=O)=O)=CC=1.[N-:39]=[N+:40]=[N-:41].[Na+]. Product: [N:39]([CH2:12][CH2:13][N:14]1[C:18]([NH:19][C:20]([C:33]2[CH:38]=[CH:37][CH:36]=[CH:35][CH:34]=2)([C:27]2[CH:28]=[CH:29][CH:30]=[CH:31][CH:32]=2)[C:21]2[CH:26]=[CH:25][CH:24]=[CH:23][CH:22]=2)=[CH:17][CH:16]=[N:15]1)=[N+:40]=[N-:41]. The catalyst class is: 9. (10) Reactant: Cl[C:2]([O:4][CH:5]([Cl:7])[CH3:6])=[O:3].[CH:8]1[C:13]([N+:14]([O-:16])=[O:15])=[CH:12][CH:11]=[C:10]([OH:17])[CH:9]=1.N1C=CC=CC=1. Product: [C:2](=[O:3])([O:17][C:10]1[CH:11]=[CH:12][C:13]([N+:14]([O-:16])=[O:15])=[CH:8][CH:9]=1)[O:4][CH:5]([Cl:7])[CH3:6]. The catalyst class is: 22.